This data is from Peptide-MHC class II binding affinity with 134,281 pairs from IEDB. The task is: Regression. Given a peptide amino acid sequence and an MHC pseudo amino acid sequence, predict their binding affinity value. This is MHC class II binding data. (1) The peptide sequence is VKDLKKIITRISAVS. The MHC is DRB4_0101 with pseudo-sequence DRB4_0103. The binding affinity (normalized) is 0.542. (2) The binding affinity (normalized) is 0.409. The peptide sequence is GWYLVAATAAAATLR. The MHC is HLA-DQA10101-DQB10501 with pseudo-sequence HLA-DQA10101-DQB10501.